From a dataset of Full USPTO retrosynthesis dataset with 1.9M reactions from patents (1976-2016). Predict the reactants needed to synthesize the given product. (1) Given the product [OH:15][C:16]1[C:21]2[C:12](=[O:14])[C:3]3[CH:4]=[C:5]4[CH:6]=[CH:7][CH:8]=[CH:9][C:10]4=[CH:11][C:2]=3[NH:1][C:20]=2[CH:19]=[C:18]([OH:23])[CH:17]=1, predict the reactants needed to synthesize it. The reactants are: [NH2:1][C:2]1[C:3]([C:12]([OH:14])=O)=[CH:4][C:5]2[C:10]([CH:11]=1)=[CH:9][CH:8]=[CH:7][CH:6]=2.[OH:15][C:16]1[CH:21]=[C:20](O)[CH:19]=[C:18]([OH:23])[CH:17]=1.C1(C)C=CC(S(O)(=O)=O)=CC=1. (2) Given the product [Cl:1][C:2]1[CH:3]=[CH:4][C:5]([C:8]2[CH:13]=[CH:12][N:11]3[C:14](=[O:31])[N:15]([CH2:17][C:18]4[C:19]([C:28]([Cl:40])=[O:30])=[N:20][C:21]([C:24]([F:26])([F:27])[F:25])=[CH:22][CH:23]=4)[N:16]=[C:10]3[C:9]=2[C:32]2[CH:37]=[CH:36][N:35]=[CH:34][CH:33]=2)=[CH:6][CH:7]=1, predict the reactants needed to synthesize it. The reactants are: [Cl:1][C:2]1[CH:7]=[CH:6][C:5]([C:8]2[CH:13]=[CH:12][N:11]3[C:14](=[O:31])[N:15]([CH2:17][C:18]4[C:19]([C:28]([OH:30])=O)=[N:20][C:21]([C:24]([F:27])([F:26])[F:25])=[CH:22][CH:23]=4)[N:16]=[C:10]3[C:9]=2[C:32]2[CH:37]=[CH:36][N:35]=[CH:34][CH:33]=2)=[CH:4][CH:3]=1.S(Cl)([Cl:40])=O. (3) Given the product [NH:23]1[CH:24]=[C:20]([C:2]2[C:3]3[N:4]([N:8]=[C:9]([NH:11][C:27]4[CH:32]=[CH:31][C:30]([C:33]5([C:36]#[N:37])[CH2:34][CH2:35]5)=[CH:29][CH:28]=4)[N:10]=3)[CH:5]=[CH:6][N:7]=2)[CH:21]=[N:22]1, predict the reactants needed to synthesize it. The reactants are: Cl[C:2]1[C:3]2[N:4]([N:8]=[C:9]([NH2:11])[N:10]=2)[CH:5]=[CH:6][N:7]=1.CC1(C)C(C)(C)OB([C:20]2[CH:21]=[N:22][NH:23][CH:24]=2)O1.Cl[C:27]1[CH:32]=[CH:31][C:30]([C:33]2([C:36]#[N:37])[CH2:35][CH2:34]2)=[CH:29][CH:28]=1.